Dataset: NCI-60 drug combinations with 297,098 pairs across 59 cell lines. Task: Regression. Given two drug SMILES strings and cell line genomic features, predict the synergy score measuring deviation from expected non-interaction effect. Drug 1: C1=NC(=NC(=O)N1C2C(C(C(O2)CO)O)O)N. Drug 2: CC(C)(C#N)C1=CC(=CC(=C1)CN2C=NC=N2)C(C)(C)C#N. Cell line: NCI-H226. Synergy scores: CSS=2.96, Synergy_ZIP=-1.30, Synergy_Bliss=-0.984, Synergy_Loewe=-0.821, Synergy_HSA=-1.83.